This data is from Peptide-MHC class I binding affinity with 185,985 pairs from IEDB/IMGT. The task is: Regression. Given a peptide amino acid sequence and an MHC pseudo amino acid sequence, predict their binding affinity value. This is MHC class I binding data. (1) The MHC is HLA-A24:02 with pseudo-sequence HLA-A24:02. The binding affinity (normalized) is 0. The peptide sequence is SSPDAVTTY. (2) The peptide sequence is NTTTFITVLT. The MHC is HLA-A68:02 with pseudo-sequence HLA-A68:02. The binding affinity (normalized) is 0.674. (3) The peptide sequence is ETIGLVRAL. The MHC is HLA-A26:02 with pseudo-sequence HLA-A26:02. The binding affinity (normalized) is 1.00. (4) The peptide sequence is KLLISCWQR. The MHC is HLA-A11:01 with pseudo-sequence HLA-A11:01. The binding affinity (normalized) is 0.495. (5) The peptide sequence is TQLPSKPHY. The binding affinity (normalized) is 0.0847. The MHC is HLA-A11:01 with pseudo-sequence HLA-A11:01.